This data is from Forward reaction prediction with 1.9M reactions from USPTO patents (1976-2016). The task is: Predict the product of the given reaction. (1) Given the reactants [NH2:1][C:2]1[CH:3]=[C:4]2[C:9](=[CH:10][CH:11]=1)[N:8]=[CH:7][C:6]([C:12]#[N:13])=[C:5]2[NH:14][C:15]1[CH:20]=[CH:19][C:18]([F:21])=[C:17]([Cl:22])[CH:16]=1.[S:23]1[CH:27]=[CH:26][N:25]=[C:24]1[CH:28]=O.[BH3-]C#N.[Na+], predict the reaction product. The product is: [Cl:22][C:17]1[CH:16]=[C:15]([NH:14][C:5]2[C:4]3[C:9](=[CH:10][CH:11]=[C:2]([NH:1][CH2:28][C:24]4[S:23][CH:27]=[CH:26][N:25]=4)[CH:3]=3)[N:8]=[CH:7][C:6]=2[C:12]#[N:13])[CH:20]=[CH:19][C:18]=1[F:21]. (2) The product is: [O:3]1[CH2:1][CH:2]1[CH2:4][O:5][S:22]([C:18]1[CH:19]=[CH:20][CH:21]=[C:16]([N+:13]([O-:15])=[O:14])[CH:17]=1)(=[O:23])=[O:24]. Given the reactants [CH2:1]1[O:3][C@@H:2]1[CH2:4][OH:5].C(N(CC)CC)C.[N+:13]([C:16]1[CH:17]=[C:18]([S:22](Cl)(=[O:24])=[O:23])[CH:19]=[CH:20][CH:21]=1)([O-:15])=[O:14], predict the reaction product. (3) Given the reactants C([O:3][C:4]([C:6]1[CH:7]=[N:8][C:9]2[C:14]([C:15]=1[N:16]1[CH2:21][CH2:20][N:19]([C:22]([O:24][C:25]([CH3:28])([CH3:27])[CH3:26])=[O:23])[CH2:18][CH2:17]1)=[CH:13][C:12]([Cl:29])=[C:11]([Br:30])[C:10]=2[F:31])=[O:5])C.O[Li].O.Cl, predict the reaction product. The product is: [C:25]([O:24][C:22]([N:19]1[CH2:20][CH2:21][N:16]([C:15]2[C:14]3[C:9](=[C:10]([F:31])[C:11]([Br:30])=[C:12]([Cl:29])[CH:13]=3)[N:8]=[CH:7][C:6]=2[C:4]([OH:5])=[O:3])[CH2:17][CH2:18]1)=[O:23])([CH3:28])([CH3:26])[CH3:27]. (4) Given the reactants [CH2:1]([C:3]1([CH2:25][CH3:26])[C:7](=[O:8])[O:6][CH:5]([CH2:9][CH2:10][N:11]2[CH2:16][CH2:15][N:14]([C:17]3[CH:24]=[CH:23][CH:22]=[CH:21][C:18]=3[C:19]#N)[CH2:13][CH2:12]2)[CH2:4]1)[CH3:2].[CH2:27](N1CCNCC1)CC1C=CC=CC=1.N1(C2C=CC=CC=2C#N)CCNCC1, predict the reaction product. The product is: [CH2:25]([C:3]1([CH2:1][CH3:2])[CH2:4][CH:5]([CH2:9][CH2:10][N:11]2[CH2:12][CH2:13][N:14]([CH2:17][CH2:24][C:23]3[CH:27]=[CH:19][CH:18]=[CH:21][CH:22]=3)[CH2:15][CH2:16]2)[O:6][C:7]1=[O:8])[CH3:26].